Dataset: Forward reaction prediction with 1.9M reactions from USPTO patents (1976-2016). Task: Predict the product of the given reaction. (1) The product is: [CH3:1][O:2][C:3]([C:5]1[S:6][C:7]([C:27]2[CH:32]=[CH:31][CH:30]=[CH:29][CH:28]=2)=[CH:8][C:9]=1[N:10]([C:36](=[O:37])[C:35]1[CH:39]=[CH:40][C:41]([Cl:43])=[CH:42][C:34]=1[Cl:33])[CH2:11][C:12]1[O:13][C:14]([C:17]2[CH:22]=[CH:21][CH:20]=[C:19]([C:23]([F:25])([F:24])[F:26])[CH:18]=2)=[CH:15][CH:16]=1)=[O:4]. Given the reactants [CH3:1][O:2][C:3]([C:5]1[S:6][C:7]([C:27]2[CH:32]=[CH:31][CH:30]=[CH:29][CH:28]=2)=[CH:8][C:9]=1[NH:10][CH2:11][C:12]1[O:13][C:14]([C:17]2[CH:22]=[CH:21][CH:20]=[C:19]([C:23]([F:26])([F:25])[F:24])[CH:18]=2)=[CH:15][CH:16]=1)=[O:4].[Cl:33][C:34]1[CH:42]=[C:41]([Cl:43])[CH:40]=[CH:39][C:35]=1[C:36](Cl)=[O:37], predict the reaction product. (2) Given the reactants [CH3:1][O:2][C:3]([C:5]1[CH:10]=[CH:9][C:8]([N:11]2[CH2:16][CH2:15][CH2:14][CH2:13][CH:12]2[C:17](OC)=[O:18])=[C:7]([N+:21]([O-])=O)[CH:6]=1)=[O:4].Cl, predict the reaction product. The product is: [O:18]=[C:17]1[NH:21][C:7]2[CH:6]=[C:5]([C:3]([O:2][CH3:1])=[O:4])[CH:10]=[CH:9][C:8]=2[N:11]2[CH2:16][CH2:15][CH2:14][CH2:13][CH:12]12. (3) Given the reactants [CH3:1][Si:2]([CH:5]=[N+:6]=[N-:7])([CH3:4])[CH3:3].C([Li])CCC.[C:13]([C:15]1[CH:16]=[C:17]([C:21]2([CH3:34])[CH2:26][CH2:25][N:24]([CH2:27][CH2:28][CH2:29][CH2:30][CH2:31][CH3:32])[CH2:23][CH:22]2[CH3:33])[CH:18]=[CH:19][CH:20]=1)#[N:14], predict the reaction product. The product is: [CH2:27]([N:24]1[CH2:25][CH2:26][C:21]([CH3:34])([C:17]2[CH:18]=[CH:19][CH:20]=[C:15]([C:13]3[N:14]=[N:7][NH:6][C:5]=3[Si:2]([CH3:4])([CH3:3])[CH3:1])[CH:16]=2)[CH:22]([CH3:33])[CH2:23]1)[CH2:28][CH2:29][CH2:30][CH2:31][CH3:32]. (4) Given the reactants [CH2:1]([O:3][C:4](=[O:36])[C:5]1[CH:10]=[CH:9][C:8]([NH:11][C:12]([NH:14][C@:15]([C:23]2[CH:28]=[CH:27][C:26]([CH2:29][CH2:30][C:31]([CH3:34])([CH3:33])[CH3:32])=[C:25]([Cl:35])[CH:24]=2)([CH3:22])[CH:16]([CH2:20]O)[CH:17]([CH3:19])[CH3:18])=[O:13])=[CH:7][CH:6]=1)[CH3:2].C(O)(=O)C.C(O)(=O)C.IC1C=CC=CC=1.CC1(C)N([O])C(C)(C)CCC1.S([O-])([O-])=O.[Na+].[Na+], predict the reaction product. The product is: [CH2:1]([O:3][C:4](=[O:36])[C:5]1[CH:6]=[CH:7][C:8]([N:11]2[CH:20]=[C:16]([CH:17]([CH3:18])[CH3:19])[C@@:15]([C:23]3[CH:28]=[CH:27][C:26]([CH2:29][CH2:30][C:31]([CH3:34])([CH3:32])[CH3:33])=[C:25]([Cl:35])[CH:24]=3)([CH3:22])[NH:14][C:12]2=[O:13])=[CH:9][CH:10]=1)[CH3:2]. (5) Given the reactants [CH3:1][C:2]1([CH3:10])[CH2:7][C:6](=[O:8])[O:5][C:4](=[O:9])[CH2:3]1.[NH2:11][C:12]1[CH:17]=[CH:16][CH:15]=[CH:14][CH:13]=1, predict the reaction product. The product is: [CH3:10][C:2]([CH3:1])([CH2:3][C:4](=[O:9])[NH:11][C:12]1[CH:17]=[CH:16][CH:15]=[CH:14][CH:13]=1)[CH2:7][C:6]([OH:5])=[O:8]. (6) The product is: [CH2:16]([C:13]1[C:12]([O:18][C:19]2[CH:26]=[C:23]([C:24]#[N:25])[CH:22]=[C:21]([CH:20]=2)[C:27]#[N:28])=[C:11]([CH2:10][CH2:9][OH:8])[NH:15][N:14]=1)[CH3:17]. Given the reactants C([O:8][CH2:9][CH2:10][C:11]1[NH:15][N:14]=[C:13]([CH2:16][CH3:17])[C:12]=1[O:18][C:19]1[CH:20]=[C:21]([C:27]#[N:28])[CH:22]=[C:23]([CH:26]=1)[C:24]#[N:25])C1C=CC=CC=1, predict the reaction product. (7) Given the reactants C[C:2]1[CH:6]=[C:5](C)[N:4]([C:8](=[NH:20])[NH:9][S:10]([C:13]2[CH:18]=[CH:17][C:16](Cl)=[CH:15][CH:14]=2)(=[O:12])=[O:11])[N:3]=1.[CH3:21]S(O)(=O)=O.N1C=C[CH:29]=[C:28](CN)[CH:27]=1, predict the reaction product. The product is: [NH2:20][C:8]([NH:4][CH2:5][C:6]1[CH:2]=[N:3][CH:27]=[CH:28][CH:29]=1)=[N:9][S:10]([C:13]1[CH:14]=[CH:15][C:16]([CH3:21])=[CH:17][CH:18]=1)(=[O:11])=[O:12]. (8) Given the reactants [CH3:1][O:2][C:3](=[O:12])[C:4]1[CH:9]=[CH:8][C:7]([NH2:10])=[C:6]([Cl:11])[CH:5]=1.[N:13]([O-])=O.[Na+].[Sn](Cl)Cl.[OH-].[Na+], predict the reaction product. The product is: [Cl:11][C:6]1[CH:5]=[C:4]([CH:9]=[CH:8][C:7]=1[NH:10][NH2:13])[C:3]([O:2][CH3:1])=[O:12]. (9) Given the reactants [F:1][C:2]1[CH:17]=[CH:16][C:5]2[N:6]([CH2:11][C@H:12]([CH3:15])[CH2:13]O)[C:7](=[O:10])[CH2:8][O:9][C:4]=2[CH:3]=1.C1(P(C2C=CC=CC=2)C2C=CC=CC=2)C=CC=CC=1.N1C=CN=C1.[I:42]I, predict the reaction product. The product is: [F:1][C:2]1[CH:17]=[CH:16][C:5]2[N:6]([CH2:11][C@H:12]([CH3:15])[CH2:13][I:42])[C:7](=[O:10])[CH2:8][O:9][C:4]=2[CH:3]=1.